This data is from Experimentally validated miRNA-target interactions with 360,000+ pairs, plus equal number of negative samples. The task is: Binary Classification. Given a miRNA mature sequence and a target amino acid sequence, predict their likelihood of interaction. (1) The miRNA is rno-miR-101a-3p with sequence UACAGUACUGUGAUAACUGAA. The protein sequence of the target gene is MEALTLWLLPWICQCVTVRADSIIHIGAIFEENAAKDDRVFQLAVSDLSLNDDILQSEKITYSIKVIEANNPFQAVQEACDLMTQGILALVTSTGCASANALQSLTDAMHIPHLFVQRNPGGSPRTACHLNPSPDGEAYTLASRPPVRLNDVMLRLVTELRWQKFVMFYDSEYDIRGLQSFLDQASRLGLDVSLQKVDKNISHVFTSLFTTMKTEELNRYRDTLRRAILLLSPQGAHSFINEAVETNLASKDSHWVFVNEEISDPEILDLVHSALGRMTVVRQIFPSAKDNQKCMRNNHR.... Result: 0 (no interaction). (2) The miRNA is hsa-miR-629-5p with sequence UGGGUUUACGUUGGGAGAACU. The protein sequence of the target gene is MSKRPSYAPPPTPAPATQMPSTPGFVGYNPYSHLAYNNYRLGGNPGTNSRVTASSGITIPKPPKPPDKPLMPYMRYSRKVWDQVKASNPDLKLWEIGKIIGGMWRDLTDEEKQEYLNEYEAEKIEYNESMKAYHNSPAYLAYINAKSRAEAALEEESRQRQSRMEKGEPYMSIQPAEDPDDYDDGFSMKHTATARFQRNHRLISEILSESVVPDVRSVVTTARMQVLKRQVQSLMVHQRKLEAELLQIEERHQEKKRKFLESTDSFNNELKRLCGLKVEVDMEKIAAEIAQAEEQARKRQ.... Result: 0 (no interaction). (3) The miRNA is hsa-miR-185-5p with sequence UGGAGAGAAAGGCAGUUCCUGA. The protein sequence of the target gene is MAEPRGPVDHGVQIRFITEPVSGAEMGTLRRGGRRPAKDARASTYGVAVRVQGIAGQPFVVLNSGEKGGDSFGVQIKGANDQGASGALSSDLELPENPYSQVKGFPAPSQSSTSDEEPGAYWNGKLLRSHSQASLAGPGPVDPSNRSNSMLELAPKVASPGSTIDTAPLSSVDSLINKFDSQLGGQARGRTGRRTRMLPPEQRKRSKSLDSRLPRDTFEERERQSTNHWTSSTKYDNHVGTSKQPAQSQNLSPLSGFSRSRQTQDWVLQSFEEPRRSAQDPTMLQFKSTPDLLRDQQEAA.... Result: 1 (interaction).